This data is from hERG potassium channel inhibition data for cardiac toxicity prediction from Karim et al.. The task is: Regression/Classification. Given a drug SMILES string, predict its toxicity properties. Task type varies by dataset: regression for continuous values (e.g., LD50, hERG inhibition percentage) or binary classification for toxic/non-toxic outcomes (e.g., AMES mutagenicity, cardiotoxicity, hepatotoxicity). Dataset: herg_karim. (1) The molecule is CC1(C)C[C@@H](NC(=O)c2n[nH]c3c2CCC3)c2cc(-c3ccc(Cl)cc3)c(-c3ccc(Cl)cc3Cl)nc2O1. The result is 0 (non-blocker). (2) The molecule is Cc1nc2ccccc2n1C1CC2CCC(C1)N2CCC1(c2ccccc2)CCN(C(=O)c2cccc(C(N)=O)c2)CC1. The result is 0 (non-blocker). (3) The compound is CN1[C@@H]2CC[C@@H]1[C@@H](C(=O)O)[C@@H](OC(=O)c1ccccc1)C2. The result is 0 (non-blocker). (4) The drug is CN(CCOc1ccccc1)CCc1ccc([N+](=O)[O-])cc1. The result is 1 (blocker). (5) The compound is Cn1cc(-c2ccc(N)c(NC(=O)c3ccc(N4CCC5(CCNC5)CC4)nc3)c2)cn1. The result is 0 (non-blocker).